Dataset: Retrosynthesis with 50K atom-mapped reactions and 10 reaction types from USPTO. Task: Predict the reactants needed to synthesize the given product. (1) Given the product CCn1c(CCl)nc2cc(C)ccc21, predict the reactants needed to synthesize it. The reactants are: CCNc1ccc(C)cc1N.O=C(O)CCl. (2) Given the product Cc1cc(Br)cnc1C1=CCN([C@H]2CCO[C@H]2C)CC1, predict the reactants needed to synthesize it. The reactants are: CC1OCCC1=O.Cc1cc(Br)cnc1C1=CCNCC1. (3) Given the product CC(C)(C)OC(=O)n1nc(Br)c2cc(-c3ncccc3Cl)cc(Oc3ccc(S(C)(=O)=O)cc3)c21, predict the reactants needed to synthesize it. The reactants are: CC(C)(C)OC(=O)OC(=O)OC(C)(C)C.CS(=O)(=O)c1ccc(Oc2cc(-c3ncccc3Cl)cc3c(Br)n[nH]c23)cc1. (4) Given the product COC1CCC(CC(C(=O)Nc2nccs2)c2ccc(Cl)c(Cl)c2)C1, predict the reactants needed to synthesize it. The reactants are: COC(=O)C(CC1CCC(OC)C1)c1ccc(Cl)c(Cl)c1.Nc1nccs1. (5) Given the product CCOC(=O)c1sc(N2CCN(Cc3ccc(C(F)F)o3)C2=O)nc1C, predict the reactants needed to synthesize it. The reactants are: CCOC(=O)c1sc(N2CCNC2=O)nc1C.OCc1ccc(C(F)F)o1.